This data is from Catalyst prediction with 721,799 reactions and 888 catalyst types from USPTO. The task is: Predict which catalyst facilitates the given reaction. Reactant: [CH:1](=O)[CH3:2].[CH3:4][O:5][C:6]([C:8]1[CH:9]=[C:10]([CH3:28])[C:11]2[O:17][C:16]3[C:18]([Cl:24])=[CH:19][C:20]([CH2:22][NH2:23])=[CH:21][C:15]=3[CH2:14][S:13](=[O:26])(=[O:25])[C:12]=2[CH:27]=1)=[O:7].[C:29](O)([C:31](F)(F)F)=O.[BH3-]C#N.[Na+].C(=O)(O)[O-].[Na+]. Product: [CH3:4][O:5][C:6]([C:8]1[CH:9]=[C:10]([CH3:28])[C:11]2[O:17][C:16]3[C:18]([Cl:24])=[CH:19][C:20]([CH2:22][N:23]([CH2:1][CH3:2])[CH2:29][CH3:31])=[CH:21][C:15]=3[CH2:14][S:13](=[O:25])(=[O:26])[C:12]=2[CH:27]=1)=[O:7]. The catalyst class is: 5.